This data is from Forward reaction prediction with 1.9M reactions from USPTO patents (1976-2016). The task is: Predict the product of the given reaction. Given the reactants [NH2:1][C:2]1[CH2:6][S:5][C:4](=[O:7])[N:3]=1.CC(C)([O-])C.[K+].[CH:14]([C:16]1[CH:34]=[CH:33][C:19]([O:20][C:21]2[CH:28]=[CH:27][C:24]([C:25]#[N:26])=[CH:23][C:22]=2[C:29]([F:32])([F:31])[F:30])=[C:18]([O:35][CH3:36])[CH:17]=1)=O.[Cl-].[NH4+], predict the reaction product. The product is: [NH2:1][C:2]1=[N:3][C:4](=[O:7])[S:5]/[C:6]/1=[CH:14]\[C:16]1[CH:34]=[CH:33][C:19]([O:20][C:21]2[CH:28]=[CH:27][C:24]([C:25]#[N:26])=[CH:23][C:22]=2[C:29]([F:30])([F:31])[F:32])=[C:18]([O:35][CH3:36])[CH:17]=1.